Dataset: Drug-target binding data from BindingDB using IC50 measurements. Task: Regression. Given a target protein amino acid sequence and a drug SMILES string, predict the binding affinity score between them. We predict pIC50 (pIC50 = -log10(IC50 in M); higher means more potent). Dataset: bindingdb_ic50. (1) The drug is Cc1cc(N2CCC(OCCO)CC2)cc2[nH]c(-c3c(NC[C@@H](O)c4cccc(Cl)c4)cc[nH]c3=O)nc12. The target protein (Q60751) has sequence MKSGSGGGSPTSLWGLVFLSAALSLWPTSGEICGPGIDIRNDYQQLKRLENCTVIEGFLHILLISKAEDYRSYRFPKLTVITEYLLLFRVAGLESLGDLFPNLTVIRGWKLFYNYALVIFEMTNLKDIGLYNLRNITRGAIRIEKNADLCYLSTIDWSLILDAVSNNYIVGNKPPKECGDLCPGTLEEKPMCEKTTINNEYNYRCWTTNRCQKMCPSVCGKRACTENNECCHPECLGSCHTPDDNTTCVACRHYYYKGVCVPACPPGTYRFEGWRCVDRDFCANIPNAESSDSDGFVIHDDECMQECPSGFIRNSTQSMYCIPCEGPCPKVCGDEEKKTKTIDSVTSAQMLQGCTILKGNLLINIRRGNNIASELENFMGLIEVVTGYVKIRHSHALVSLSFLKNLRLILGEEQLEGNYSFYVLDNQNLQQLWDWNHRNLTVRSGKMYFAFNPKLCVSEIYRMEEVTGTKGRQSKGDINTRNNGERASCESDVLRFTSTT.... The pIC50 is 7.3. (2) The small molecule is O=C(NCCc1cccs1)c1cnc2c(SSc3cccc4cc(C(=O)NCCc5cccs5)cnc34)cccc2c1. The target protein (Q92905) has sequence MAASGSGMAQKTWELANNMQEAQSIDEIYKYDKKQQQEILAAKPWTKDHHYFKYCKISALALLKMVMHARSGGNLEVMGLMLGKVDGETMIIMDSFALPVEGTETRVNAQAAAYEYMAAYIENAKQVGRLENAIGWYHSHPGYGCWLSGIDVSTQMLNQQFQEPFVAVVIDPTRTISAGKVNLGAFRTYPKGYKPPDEGPSEYQTIPLNKIEDFGVHCKQYYALEVSYFKSSLDRKLLELLWNKYWVNTLSSSSLLTNADYTTGQVFDLSEKLEQSEAQLGRGSFMLGLETHDRKSEDKLAKATRDSCKTTIEAIHGLMSQVIKDKLFNQINIS. The pIC50 is 5.4. (3) The compound is CNC(=O)Oc1cccc(OCCCCOc2ccc(C(F)(F)F)cc2)c1. The pIC50 is 4.0. The target protein sequence is MARSVRTPISPSSSSSSRSSWSSPSSSSFYSLLSSFKASLTRPSSSSSVAHHLAARNNDICRGLFATLVILLRMSALTSAMTDHLTVQTTSGPVRGRSVTVQGRDVHVFTGIPYAKPPVDDLRFRKPVPAEPWHGVLDATRLPATCVQERYEYFPGFSGEEMWNPNTNVSEDCLFMNIWAPAKARLRHGRGTNGGEHSSKTDQDHLIHSATPQNTTNGLPILIWIYGGGFMTGSATLDIYNAEIMSAVGNVIVASFQYRVGAFGFLHLSPVMPGFEEEAPGNVGLWDQALALRWLKENARAFGGNPEWMTLFGGSSGSSSVNAQLMSPVTRGLVKRGMMQSATMNAPWSHMTSEKAVEIGKALVNDCNCNASLLPENPQAVMACMRQVDAKTISVQQWNSYSGILSYPSAPTIDGAFLPADPMTLLKTADLSGYDILIGNVKDEGAYFLLYDFIDYFDKDDATSLPRDKYLEIMNNIFQKASQAEREAIIFQYTSWEGNP.... (4) The target protein (O97554) has sequence MSRSSPSLRLPVLLLLLLLLLLPPPPPVLPADPGAPAPVNPCCYFPCQHQGVCVRVALDRYQCDCTRTGYSGPNCTVPDLWTWLRSSLRPSPTFVHYLLTHVRWFWEFVNATFIRDTLMRLVLTVRSNLIPSPPTYNLDYDYISWEAFSNVSYYTRVLPSVPKDCPTPMGTKGKKQLPDAQVLAHRFLLRRTFIPDPQGTNLMFAFFAQHFTHQFFKTSGKMGPGFTKALGHGVDLGHIYGDSLERQYHLRLFKDGKLKYQVLDGEVYPPSVEEAPVLMHYPRGVPPRSQMAVGQEVFGLLPGLMLYATLWLREHNRVCDLLKAEHPTWDDEQLFQTTRLILIGETIKIVIEEYVQQLSGYFLQLKFDPEMLFSVQFQYRNRIAMEFNHLYHWHPLMPDSFQVGSQEYSYEQFLFNTSMLVDYGVEALVDAFSRQSAGRIGGGRNIDHHVLHVAVEVIKESREMRLQPFNEYRKRFGLKPYASFQELTGETEMAAELEEL.... The pIC50 is 4.3. The drug is Cc1ccc2c(c1)/C(=C\c1ccc(S(N)(=O)=O)cc1)C(=O)N2.